The task is: Binary Classification. Given a T-cell receptor sequence (or CDR3 region) and an epitope sequence, predict whether binding occurs between them.. This data is from TCR-epitope binding with 47,182 pairs between 192 epitopes and 23,139 TCRs. (1) The epitope is ILGLPTQTV. The TCR CDR3 sequence is CAISRDRGTDTQYF. Result: 0 (the TCR does not bind to the epitope). (2) The TCR CDR3 sequence is CASRTDASPGANVLTF. Result: 0 (the TCR does not bind to the epitope). The epitope is LLDFVRFMGV. (3) The epitope is HLVDFQVTI. The TCR CDR3 sequence is CASSSGYGQPQHF. Result: 0 (the TCR does not bind to the epitope). (4) The epitope is GTSGSPIINR. The TCR CDR3 sequence is CASSLGYTEAFF. Result: 0 (the TCR does not bind to the epitope). (5) The epitope is WICLLQFAY. The TCR CDR3 sequence is CASSEALVLEQFF. Result: 0 (the TCR does not bind to the epitope). (6) The epitope is VLAWLYAAV. The TCR CDR3 sequence is CASSLWQNTEAFF. Result: 1 (the TCR binds to the epitope). (7) The epitope is SEETGTLIV. The TCR CDR3 sequence is CSVEDPQGVQPQHF. Result: 0 (the TCR does not bind to the epitope). (8) The epitope is KAFSPEVIPMF. The TCR CDR3 sequence is CASSSGGHRTGELFF. Result: 0 (the TCR does not bind to the epitope). (9) The epitope is FLRGRAYGL. The TCR CDR3 sequence is CASSYYREGTEAFF. Result: 0 (the TCR does not bind to the epitope). (10) Result: 0 (the TCR does not bind to the epitope). The epitope is HTDFSSEIIGY. The TCR CDR3 sequence is CASSLMRGGTYNSPLHF.